From a dataset of Forward reaction prediction with 1.9M reactions from USPTO patents (1976-2016). Predict the product of the given reaction. (1) Given the reactants [CH3:1][C:2]1[C:3]([NH:7][C:8]2[N:13]3[N:14]=[CH:15][C:16]([C:17]([OH:19])=O)=[C:12]3[N:11]=[CH:10][C:9]=2[C:20]([N:22]2[CH2:27][CH2:26][CH:25]([C:28]3[CH:33]=[CH:32][CH:31]=[CH:30][CH:29]=3)[CH2:24][CH2:23]2)=[O:21])=[CH:4][S:5][CH:6]=1.[CH:34]1([S:37]([NH2:40])(=[O:39])=[O:38])[CH2:36][CH2:35]1, predict the reaction product. The product is: [CH3:1][C:2]1[C:3]([NH:7][C:8]2[N:13]3[N:14]=[CH:15][C:16]([C:17]([NH:40][S:37]([CH:34]4[CH2:36][CH2:35]4)(=[O:39])=[O:38])=[O:19])=[C:12]3[N:11]=[CH:10][C:9]=2[C:20]([N:22]2[CH2:27][CH2:26][CH:25]([C:28]3[CH:33]=[CH:32][CH:31]=[CH:30][CH:29]=3)[CH2:24][CH2:23]2)=[O:21])=[CH:4][S:5][CH:6]=1. (2) Given the reactants [NH2:1][C:2]1[CH:7]=[CH:6][CH:5]=[CH:4][CH:3]=1.[Cl:8][C:9]1[N:10]=[N:11][C:12]([Cl:16])=[C:13](Cl)[N:14]=1.C(N(CC)CC)C, predict the reaction product. The product is: [Cl:8][C:9]1[N:10]=[N:11][C:12]([Cl:16])=[C:13]([NH:1][C:2]2[CH:7]=[CH:6][CH:5]=[CH:4][CH:3]=2)[N:14]=1. (3) Given the reactants [CH3:1][O:2][C:3](=[O:15])[C:4]([CH3:14])([N:6]1[CH:10]=[C:9]([N+:11]([O-])=O)[N:8]=[CH:7]1)[CH3:5].[F:16][C:17]1[CH:18]=[C:19]2[C:24](=[C:25]([F:27])[CH:26]=1)[CH2:23][CH:22]([NH:28][CH:29]([CH2:33][CH2:34][CH3:35])[C:30](O)=[O:31])[CH2:21][CH2:20]2, predict the reaction product. The product is: [CH3:1][O:2][C:3](=[O:15])[C:4]([N:6]1[CH:10]=[C:9]([NH:11][C:30](=[O:31])[CH:29]([NH:28][CH:22]2[CH2:21][CH2:20][C:19]3[C:24](=[C:25]([F:27])[CH:26]=[C:17]([F:16])[CH:18]=3)[CH2:23]2)[CH2:33][CH2:34][CH3:35])[N:8]=[CH:7]1)([CH3:14])[CH3:5]. (4) The product is: [CH3:27][C:28]1[O:32][N:31]=[CH:26][C:25]=1[NH:22][C:23](=[O:2])[O:40][C:36]([CH3:39])([CH3:38])[CH3:37]. Given the reactants P(N=[N+]=[N-])(=O)(OC1C=CC=CC=1)[O:2]C1C=CC=CC=1.C([N:22]([CH2:25][CH3:26])[CH2:23]C)C.[CH3:27][C:28]1[O:32][N:31]=CC=1C(O)=O.[C:36]([OH:40])([CH3:39])([CH3:38])[CH3:37], predict the reaction product. (5) Given the reactants I[C:2]1[CH:3]=[C:4]([N:8]2[C:12]3=[CH:13][N:14]=[CH:15][CH:16]=[C:11]3[C:10]([C:17]([O:19][CH3:20])=[O:18])=[N:9]2)[CH:5]=[CH:6][CH:7]=1.[C:21]([C@:23]1([OH:30])[CH2:27][CH2:26][N:25]([CH3:28])[C:24]1=[O:29])#[CH:22], predict the reaction product. The product is: [OH:30][C@@:23]1([C:21]#[C:22][C:2]2[CH:3]=[C:4]([N:8]3[C:12]4=[CH:13][N:14]=[CH:15][CH:16]=[C:11]4[C:10]([C:17]([O:19][CH3:20])=[O:18])=[N:9]3)[CH:5]=[CH:6][CH:7]=2)[CH2:27][CH2:26][N:25]([CH3:28])[C:24]1=[O:29]. (6) Given the reactants [OH:1][C:2]1[CH:11]=[C:10]2[C:5]([C:6]([O:12][C:13]3[C:14]([CH3:23])=[N:15][C:16]4[C:21]([CH:22]=3)=[CH:20][N:19]=[CH:18][CH:17]=4)=[CH:7][CH:8]=[N:9]2)=[CH:4][C:3]=1[O:24][CH3:25].C(=O)([O-])[O-].[K+].[K+].[CH2:32]([CH:34]1[O:36][CH2:35]1)Br.O, predict the reaction product. The product is: [CH3:25][O:24][C:3]1[CH:4]=[C:5]2[C:10](=[CH:11][C:2]=1[O:1][CH2:32][CH:34]1[CH2:35][O:36]1)[N:9]=[CH:8][CH:7]=[C:6]2[O:12][C:13]1[C:14]([CH3:23])=[N:15][C:16]2[C:21]([CH:22]=1)=[CH:20][N:19]=[CH:18][CH:17]=2. (7) The product is: [N:1]1[N:9]2[C:4]([N:5]=[C:6]3[C:7](=[C:8]2[OH:10])[CH2:12][CH2:13][CH2:14][CH2:15]3)=[CH:3][CH:2]=1. Given the reactants [N:1]1[N:9]2[C:4]([N:5]=[C:6]3[CH2:15][CH2:14][CH2:13][CH2:12]C[C:7]3=[C:8]2[OH:10])=[CH:3][CH:2]=1.COC(C1CCCCC1=O)=O.N1NC(N)=CC=1, predict the reaction product. (8) Given the reactants [Br:1][C:2]1[CH:9]=[CH:8][C:5]([C:6]#[N:7])=[C:4]([CH3:10])[CH:3]=1.[Li+].[CH3:12]C([N-]C(C)C)C.CI, predict the reaction product. The product is: [Br:1][C:2]1[CH:9]=[CH:8][C:5]([C:6]#[N:7])=[C:4]([CH2:10][CH3:12])[CH:3]=1. (9) Given the reactants [CH3:1][C:2]1[N:7]=[CH:6][C:5]([C:8]2[N:17]([C:18]3[CH:23]=[CH:22][C:21]([NH:24]C(=O)C)=[CH:20][CH:19]=3)[C:16](=[O:28])[C:15]3[C:10](=[CH:11][CH:12]=[CH:13][CH:14]=3)[N:9]=2)=[CH:4][CH:3]=1.[OH-].[Na+], predict the reaction product. The product is: [NH2:24][C:21]1[CH:20]=[CH:19][C:18]([N:17]2[C:16](=[O:28])[C:15]3[C:10](=[CH:11][CH:12]=[CH:13][CH:14]=3)[N:9]=[C:8]2[C:5]2[CH:6]=[N:7][C:2]([CH3:1])=[CH:3][CH:4]=2)=[CH:23][CH:22]=1. (10) Given the reactants C(N(CC)CC)C.C1(O[C:15](=[O:33])[NH:16][C:17]2[CH:22]=[C:21]([C:23]([CH3:26])([CH3:25])[CH3:24])[CH:20]=[C:19]([C:27](=[O:30])[NH:28][CH3:29])[C:18]=2[O:31][CH3:32])C=CC=CC=1.[NH2:34][C:35]1[C:44]2[C:39](=[CH:40][CH:41]=[CH:42][CH:43]=2)[C:38]([O:45][C:46]2[CH:51]=[CH:50][N:49]=[C:48]([NH:52][C:53]3[CH:54]=[C:55]([CH:67]=[C:68]([C:70]#[C:71][Si:72]([CH:79]([CH3:81])[CH3:80])([CH:76]([CH3:78])[CH3:77])[CH:73]([CH3:75])[CH3:74])[CH:69]=3)[C:56]([NH:58][CH2:59][CH2:60][N:61]3[CH2:66][CH2:65][O:64][CH2:63][CH2:62]3)=[O:57])[CH:47]=2)=[CH:37][CH:36]=1, predict the reaction product. The product is: [C:23]([C:21]1[CH:22]=[C:17]([NH:16][C:15]([NH:34][C:35]2[C:44]3[C:39](=[CH:40][CH:41]=[CH:42][CH:43]=3)[C:38]([O:45][C:46]3[CH:51]=[CH:50][N:49]=[C:48]([NH:52][C:53]4[CH:69]=[C:68]([C:70]#[C:71][Si:72]([CH:79]([CH3:81])[CH3:80])([CH:73]([CH3:74])[CH3:75])[CH:76]([CH3:77])[CH3:78])[CH:67]=[C:55]([C:56](=[O:57])[NH:58][CH2:59][CH2:60][N:61]5[CH2:66][CH2:65][O:64][CH2:63][CH2:62]5)[CH:54]=4)[CH:47]=3)=[CH:37][CH:36]=2)=[O:33])[C:18]([O:31][CH3:32])=[C:19]([CH:20]=1)[C:27]([NH:28][CH3:29])=[O:30])([CH3:24])([CH3:25])[CH3:26].